Dataset: NCI-60 drug combinations with 297,098 pairs across 59 cell lines. Task: Regression. Given two drug SMILES strings and cell line genomic features, predict the synergy score measuring deviation from expected non-interaction effect. Drug 1: CC1C(C(=O)NC(C(=O)N2CCCC2C(=O)N(CC(=O)N(C(C(=O)O1)C(C)C)C)C)C(C)C)NC(=O)C3=C4C(=C(C=C3)C)OC5=C(C(=O)C(=C(C5=N4)C(=O)NC6C(OC(=O)C(N(C(=O)CN(C(=O)C7CCCN7C(=O)C(NC6=O)C(C)C)C)C)C(C)C)C)N)C. Drug 2: C1=NC2=C(N1)C(=S)N=CN2. Cell line: TK-10. Synergy scores: CSS=34.6, Synergy_ZIP=-4.85, Synergy_Bliss=-1.58, Synergy_Loewe=-3.08, Synergy_HSA=-1.54.